Dataset: Reaction yield outcomes from USPTO patents with 853,638 reactions. Task: Predict the reaction yield, written as a fraction of the theoretical maximum amount of product (1.0 means a 100% yield; for example, 0.34 means a 34% yield). (1) The reactants are [OH:1][CH:2]1[CH2:7][CH2:6][NH:5][CH2:4][CH2:3]1.[CH:8]1([NH:11][C:12]([N:14]2[C:22]3[C:17](=[CH:18][C:19]([O:23][C:24]4[CH:29]=[CH:28][N:27]=[C:26]([N:30](C(OC5C=CC=CC=5)=O)[C:31](=[O:39])OC5C=CC=CC=5)[CH:25]=4)=[CH:20][CH:21]=3)[CH:16]=[CH:15]2)=[O:13])[CH2:10][CH2:9]1.C1(NC(N2C3C(=CC(OC4C=CN=C(NC(N5CCC(N6CCCC6)CC5)=O)C=4)=CC=3)C=C2)=O)CC1. The catalyst is CN(C)C=O. The product is [CH:8]1([NH:11][C:12]([N:14]2[C:22]3[C:17](=[CH:18][C:19]([O:23][C:24]4[CH:29]=[CH:28][N:27]=[C:26]([NH:30][C:31]([N:5]5[CH2:6][CH2:7][CH:2]([OH:1])[CH2:3][CH2:4]5)=[O:39])[CH:25]=4)=[CH:20][CH:21]=3)[CH:16]=[CH:15]2)=[O:13])[CH2:10][CH2:9]1. The yield is 0.390. (2) The reactants are [CH2:1]([O:3][C:4]([C:6]([CH3:21])([O:8][C:9]1[CH:14]=[CH:13][C:12]([CH2:15][CH2:16][CH2:17][C:18]([OH:20])=O)=[CH:11][CH:10]=1)[CH3:7])=[O:5])[CH3:2].C(Cl)(=O)C(Cl)=O.CN(C)C=O.CS(O)(=O)=O.[CH3:38][NH:39][C:40]([N:42]([CH2:44][C:45]1[CH:50]=[CH:49][C:48]([CH3:51])=[C:47]([CH3:52])[CH:46]=1)[NH2:43])=[O:41].N1C=CC=CC=1. The product is [CH2:1]([O:3][C:4]([C:6]([CH3:7])([O:8][C:9]1[CH:10]=[CH:11][C:12]([CH2:15][CH2:16][CH2:17][C:18]([NH:43][N:42]([CH2:44][C:45]2[CH:50]=[CH:49][C:48]([CH3:51])=[C:47]([CH3:52])[CH:46]=2)[C:40]([NH:39][CH3:38])=[O:41])=[O:20])=[CH:13][CH:14]=1)[CH3:21])=[O:5])[CH3:2]. The catalyst is C(OCC)(=O)C. The yield is 0.620. (3) The reactants are [F:1][C:2]1[CH:3]=[C:4]([NH:13][C:14]([C@H:16]2[C:25]3[C:20](=[CH:21][C:22]([O:26][CH3:27])=[CH:23][CH:24]=3)[CH2:19][CH2:18][N:17]2[C:28]([CH:30]2[CH2:33][C:32](=[CH:34][C:35]([O:37][C:38]([CH3:41])([CH3:40])[CH3:39])=[O:36])[CH2:31]2)=[O:29])=[O:15])[CH:5]=[C:6]([F:12])[C:7]=1[Si:8]([CH3:11])([CH3:10])[CH3:9]. The catalyst is CO.[C].[Pd]. The product is [F:1][C:2]1[CH:3]=[C:4]([NH:13][C:14]([C@H:16]2[C:25]3[C:20](=[CH:21][C:22]([O:26][CH3:27])=[CH:23][CH:24]=3)[CH2:19][CH2:18][N:17]2[C:28]([CH:30]2[CH2:31][CH:32]([CH2:34][C:35]([O:37][C:38]([CH3:41])([CH3:40])[CH3:39])=[O:36])[CH2:33]2)=[O:29])=[O:15])[CH:5]=[C:6]([F:12])[C:7]=1[Si:8]([CH3:9])([CH3:11])[CH3:10]. The yield is 0.850.